This data is from Full USPTO retrosynthesis dataset with 1.9M reactions from patents (1976-2016). The task is: Predict the reactants needed to synthesize the given product. Given the product [OH:15][CH2:14][C@@H:9]1[CH2:10][C@H:11]([CH3:13])[CH2:12][N:8]1[C:6]([O:5][C:1]([CH3:2])([CH3:4])[CH3:3])=[O:7], predict the reactants needed to synthesize it. The reactants are: [C:1]([O:5][C:6]([N:8]1[CH2:12][C@@H:11]([CH3:13])[CH2:10][C@H:9]1[C:14](O)=[O:15])=[O:7])([CH3:4])([CH3:3])[CH3:2].C1COCC1.B.C1COCC1.[NH4+].[Cl-].